From a dataset of Forward reaction prediction with 1.9M reactions from USPTO patents (1976-2016). Predict the product of the given reaction. (1) Given the reactants Br[C:2]1[CH:7]=[CH:6][C:5]([CH:8]([CH3:27])[C:9]([C:15]2[CH:16]=[CH:17][C:18]3[O:23][CH2:22][C:21](=[O:24])[N:20]([CH3:25])[C:19]=3[CH:26]=2)([OH:14])[C:10]([F:13])([F:12])[F:11])=[C:4]([Cl:28])[CH:3]=1.[C:29]([CH2:32][CH2:33][C:34]1[CH:39]=[CH:38][C:37](B(O)O)=[CH:36][CH:35]=1)([OH:31])=[O:30], predict the reaction product. The product is: [Cl:28][C:4]1[CH:3]=[C:2]([C:37]2[CH:38]=[CH:39][C:34]([CH2:33][CH2:32][C:29]([OH:31])=[O:30])=[CH:35][CH:36]=2)[CH:7]=[CH:6][C:5]=1[CH:8]([CH3:27])[C:9]([OH:14])([C:15]1[CH:16]=[CH:17][C:18]2[O:23][CH2:22][C:21](=[O:24])[N:20]([CH3:25])[C:19]=2[CH:26]=1)[C:10]([F:13])([F:12])[F:11]. (2) Given the reactants [NH2:1][C:2]1[C:6]([C:7]([N:9]([O:11][CH3:12])[CH3:10])=[O:8])=[CH:5][N:4]([CH2:13][C:14]2[CH:19]=[CH:18][C:17]([O:20][CH3:21])=[CH:16][CH:15]=2)[N:3]=1.CC(O)=O.[F:26][C:27]([F:32])([F:31])[CH2:28][CH:29]=O.[BH-](OC(C)=O)(OC(C)=O)OC(C)=O.[Na+], predict the reaction product. The product is: [CH3:12][O:11][N:9]([CH3:10])[C:7]([C:6]1[C:2]([NH:1][CH2:29][CH2:28][C:27]([F:32])([F:31])[F:26])=[N:3][N:4]([CH2:13][C:14]2[CH:15]=[CH:16][C:17]([O:20][CH3:21])=[CH:18][CH:19]=2)[CH:5]=1)=[O:8]. (3) Given the reactants [Cl:1][C:2]1[C:11]2[C:6](=[CH:7][CH:8]=[C:9]([OH:12])[CH:10]=2)[N:5]=[C:4]([N:13]2[CH2:19][CH2:18][CH2:17][C:16]3[CH:20]=[CH:21][CH:22]=[CH:23][C:15]=3[CH2:14]2)[CH:3]=1.F[C:25]1[CH:30]=[CH:29][CH:28]=[CH:27][N:26]=1.C(=O)([O-])[O-].[K+].[K+].CS(C)=O, predict the reaction product. The product is: [Cl:1][C:2]1[C:11]2[C:6](=[CH:7][CH:8]=[C:9]([O:12][C:25]3[CH:30]=[CH:29][CH:28]=[CH:27][N:26]=3)[CH:10]=2)[N:5]=[C:4]([N:13]2[CH2:19][CH2:18][CH2:17][C:16]3[CH:20]=[CH:21][CH:22]=[CH:23][C:15]=3[CH2:14]2)[CH:3]=1. (4) Given the reactants FC(F)(F)C(O)=O.C([O:12][C:13]([N:15]1[CH2:24][C:23]([CH3:26])([CH3:25])[C:22]2[C:17](=[CH:18][CH:19]=[CH:20][CH:21]=2)[CH:16]1[C:27]1[CH:32]=[C:31]([Cl:33])[CH:30]=[CH:29][C:28]=1[O:34][CH2:35][C:36]([O:38]CC)=[O:37])=[O:14])(C)(C)C.C(N(CC)CC)C.ClC(O[CH2:52][C:53]1[CH:58]=[CH:57][CH:56]=[CH:55][CH:54]=1)=O, predict the reaction product. The product is: [CH2:52]([O:12][C:13]([N:15]1[CH2:24][C:23]([CH3:26])([CH3:25])[C:18]2[C:17](=[CH:22][CH:21]=[CH:20][CH:19]=2)[CH:16]1[C:27]1[CH:32]=[C:31]([Cl:33])[CH:30]=[CH:29][C:28]=1[O:34][CH2:35][C:36]([OH:38])=[O:37])=[O:14])[C:53]1[CH:58]=[CH:57][CH:56]=[CH:55][CH:54]=1. (5) Given the reactants Cl.[CH3:2][O:3][NH:4][CH3:5].[C:6]([O:10][C:11]([C:13]1[CH:18]=[CH:17][C:16]([CH2:19][C:20]([OH:22])=O)=[CH:15][CH:14]=1)=[O:12])([CH3:9])([CH3:8])[CH3:7].Cl.C(N=C=NCCCN(C)C)C.ON1C2C=CC=CC=2N=N1, predict the reaction product. The product is: [CH3:2][O:3][N:4]([CH3:5])[C:20](=[O:22])[CH2:19][C:16]1[CH:15]=[CH:14][C:13]([C:11]([O:10][C:6]([CH3:7])([CH3:8])[CH3:9])=[O:12])=[CH:18][CH:17]=1.